Predict the reaction yield, written as a fraction of the theoretical maximum amount of product (1.0 means a 100% yield; for example, 0.34 means a 34% yield). From a dataset of Reaction yield outcomes from USPTO patents with 853,638 reactions. (1) The reactants are [C:1]([O:9][CH3:10])(=[O:8])[C:2]1[CH:7]=[CH:6][N:5]=[CH:4][CH:3]=1.[N+:11](C1C=C([N+]([O-])=O)C=CC=1ON)([O-])=O.[C:25]([C:27]1[CH:32]=[CH:31][C:30]([C:33]([F:36])([F:35])[F:34])=[CH:29][CH:28]=1)#[CH:26].C(=O)([O-])[O-].[K+].[K+]. The catalyst is CN(C=O)C. The product is [F:36][C:33]([F:34])([F:35])[C:30]1[CH:31]=[CH:32][C:27]([C:25]2[CH:26]=[N:11][N:5]3[CH:6]=[CH:7][C:2]([C:1]([O:9][CH3:10])=[O:8])=[CH:3][C:4]=23)=[CH:28][CH:29]=1. The yield is 0.250. (2) The reactants are Br[CH:2]([CH2:7][CH2:8]Br)[C:3]([O:5][CH3:6])=[O:4].Cl.[F:11][C:12]([F:22])([F:21])[CH2:13][N:14]1[CH2:19][CH2:18][CH:17]([NH2:20])[CH2:16][CH2:15]1. No catalyst specified. The product is [F:22][C:12]([F:11])([F:21])[CH2:13][N:14]1[CH2:19][CH2:18][CH:17]([N:20]2[CH2:8][CH2:7][CH:2]2[C:3]([O:5][CH3:6])=[O:4])[CH2:16][CH2:15]1. The yield is 0.0800. (3) The reactants are [CH2:1]([O:3][C:4]([C:6]1[NH:7][CH:8]=[C:9]2[CH:18]([C:19]3[O:20][C:21]([S:24][C:25]4[NH:29][C:28]5[CH:30]=[CH:31][C:32]([Cl:34])=[CH:33][C:27]=5[N:26]=4)=[CH:22][CH:23]=3)[C:17]3[C:16](=[O:35])[CH2:15][N:14](OC(C)(C)C)[CH2:13][C:12]=3[NH:11][C:10]=12)=[O:5])[CH3:2].Cl. The catalyst is O1CCOCC1. The product is [ClH:34].[CH2:1]([O:3][C:4]([C:6]1[NH:7][CH:8]=[C:9]2[CH:18]([C:19]3[O:20][C:21]([S:24][C:25]4[NH:29][C:28]5[CH:30]=[CH:31][C:32]([Cl:34])=[CH:33][C:27]=5[N:26]=4)=[CH:22][CH:23]=3)[C:17]3[C:16](=[O:35])[CH2:15][NH:14][CH2:13][C:12]=3[NH:11][C:10]=12)=[O:5])[CH3:2]. The yield is 0.770. (4) The reactants are C(NC(C1SC(NC(N(CC(OC)OC)CC2C=CC(F)=CC=2)=O)=NC=1C)=O)C1C=CC=CC=1.CO[CH:37]([O:70]C)[CH2:38][N:39]([CH2:59][C:60]1[CH:65]=[CH:64][C:63]([C:66]([F:69])([F:68])[F:67])=[CH:62][CH:61]=1)[C:40](=[O:58])[NH:41][C:42]1[S:43][C:44]([C:48]([NH:50][CH2:51][C:52]2[CH:53]=[N:54][CH:55]=[CH:56][CH:57]=2)=[O:49])=[C:45]([CH3:47])[N:46]=1. No catalyst specified. The product is [OH:70][CH:37]1[N:41]([C:42]2[S:43][C:44]([C:48]([NH:50][CH2:51][C:52]3[CH:53]=[N:54][CH:55]=[CH:56][CH:57]=3)=[O:49])=[C:45]([CH3:47])[N:46]=2)[C:40](=[O:58])[N:39]([CH2:59][C:60]2[CH:65]=[CH:64][C:63]([C:66]([F:69])([F:68])[F:67])=[CH:62][CH:61]=2)[CH2:38]1. The yield is 0.980. (5) The reactants are CC1(C)[O:6][CH:5]([CH2:7][CH2:8][O:9][C:10]2[CH:18]=[C:17]([F:19])[CH:16]=[C:15]([NH:20][C:21]3[CH:26]=[CH:25][C:24]([I:27])=[CH:23][C:22]=3[F:28])[C:11]=2[C:12]([NH2:14])=[O:13])[CH2:4][O:3]1.Cl. The catalyst is C1COCC1. The product is [OH:6][CH:5]([CH2:4][OH:3])[CH2:7][CH2:8][O:9][C:10]1[CH:18]=[C:17]([F:19])[CH:16]=[C:15]([NH:20][C:21]2[CH:26]=[CH:25][C:24]([I:27])=[CH:23][C:22]=2[F:28])[C:11]=1[C:12]([NH2:14])=[O:13]. The yield is 0.800. (6) The yield is 0.700. The product is [CH3:58][C@H:59]1[C@H:62]([NH:63][C:15](=[O:17])[CH2:14][CH2:13][C:10]2[CH:9]=[CH:8][C:7]([C:1]3[CH:2]=[CH:3][CH:4]=[CH:5][CH:6]=3)=[CH:12][CH:11]=2)[C:61](=[O:64])[NH:60]1. The catalyst is C(Cl)Cl. The reactants are [C:1]1([C:7]2[CH:12]=[CH:11][C:10]([CH2:13][CH2:14][C:15]([OH:17])=O)=[CH:9][CH:8]=2)[CH:6]=[CH:5][CH:4]=[CH:3][CH:2]=1.CCN(CC)CC.CN(C(ON1N=NC2C=CC=CC1=2)=[N+](C)C)C.[B-](F)(F)(F)F.C1(C)C=CC(S([O-])(=O)=O)=CC=1.[CH3:58][C@H:59]1[C@H:62]([NH3+:63])[C:61](=[O:64])[NH:60]1. (7) The reactants are [F:1][C:2]1[CH:7]=[CH:6][C:5]([CH2:8][C:9]([OH:11])=[O:10])=[CH:4][C:3]=1[O:12][CH3:13].[Br:14]Br.O. The product is [Br:14][C:6]1[CH:7]=[C:2]([F:1])[C:3]([O:12][CH3:13])=[CH:4][C:5]=1[CH2:8][C:9]([OH:11])=[O:10]. The catalyst is CC(O)=O. The yield is 0.870.